From a dataset of Catalyst prediction with 721,799 reactions and 888 catalyst types from USPTO. Predict which catalyst facilitates the given reaction. (1) Reactant: [CH2:1]([O:3][C:4]([C:6]1[NH:7][C:8]([CH3:21])=[C:9]([C:12]2[CH:17]=[CH:16][C:15]([C:18]([OH:20])=O)=[CH:14][CH:13]=2)[C:10]=1[CH3:11])=[O:5])[CH3:2].C(Cl)(=O)C(Cl)=O.[Br:28][C:29]1[CH:30]=[C:31]([NH2:35])[CH:32]=[CH:33][CH:34]=1.C(=O)(O)[O-].[Na+]. Product: [CH2:1]([O:3][C:4]([C:6]1[NH:7][C:8]([CH3:21])=[C:9]([C:12]2[CH:13]=[CH:14][C:15]([C:18](=[O:20])[NH:35][C:31]3[CH:32]=[CH:33][CH:34]=[C:29]([Br:28])[CH:30]=3)=[CH:16][CH:17]=2)[C:10]=1[CH3:11])=[O:5])[CH3:2]. The catalyst class is: 85. (2) Reactant: Br[C:2]1[N:3]([CH2:10][CH:11]([C:14]2[CH:19]=[CH:18][C:17]([N:20]3[CH2:24][CH:23]([CH2:25][NH:26][C:27](=[O:29])[CH3:28])[O:22][C:21]3=[O:30])=[CH:16][C:15]=2[F:31])[CH2:12][OH:13])[CH:4]=[C:5]([N+:7]([O-:9])=[O:8])[N:6]=1.C([O-])([O-])=O.[Cs+].[Cs+]. Product: [F:31][C:15]1[CH:16]=[C:17]([N:20]2[CH2:24][CH:23]([CH2:25][NH:26][C:27](=[O:29])[CH3:28])[O:22][C:21]2=[O:30])[CH:18]=[CH:19][C:14]=1[CH:11]1[CH2:12][O:13][C:2]2=[N:6][C:5]([N+:7]([O-:9])=[O:8])=[CH:4][N:3]2[CH2:10]1. The catalyst class is: 31. (3) Reactant: [CH3:1][C:2]1[CH:8]=[CH:7][CH:6]=[C:5]([CH3:9])[C:3]=1[NH2:4].Cl[C:11]([O:13][CH2:14][CH2:15][CH3:16])=[O:12]. Product: [CH2:14]([O:13][C:11](=[O:12])[NH:4][C:3]1[C:5]([CH3:9])=[CH:6][CH:7]=[CH:8][C:2]=1[CH3:1])[CH2:15][CH3:16]. The catalyst class is: 10. (4) Reactant: [NH2:1][C:2]1[CH:3]=[CH:4][C:5]([S:52]([CH:55]2[CH2:57][CH2:56]2)(=[O:54])=[O:53])=[C:6]([CH2:8][N:9]([CH3:51])[C:10]([CH:12]([NH:24][C:25]2[CH:26]=[C:27]3[C:32](=[CH:33][C:34]=2[F:35])[C:31]([N:36]([C:44]([O:46][C:47]([CH3:50])([CH3:49])[CH3:48])=[O:45])[C:37](=[O:43])[O:38][C:39]([CH3:42])([CH3:41])[CH3:40])=[N:30][CH:29]=[CH:28]3)[C:13]2[CH:18]=[CH:17][C:16]([C@@H:19]([CH3:22])[CH2:20][OH:21])=[C:15]([CH3:23])[CH:14]=2)=[O:11])[CH:7]=1.[C:58](Cl)(Cl)=[O:59]. Product: [C:39]([O:38][C:37]([N:36]([C:31]1[C:32]2[C:27](=[CH:26][C:25]([NH:24][C@H:12]3[C:10](=[O:11])[N:9]([CH3:51])[CH2:8][C:6]4[CH:7]=[C:2]([CH:3]=[CH:4][C:5]=4[S:52]([CH:55]4[CH2:56][CH2:57]4)(=[O:54])=[O:53])[NH:1][C:58](=[O:59])[O:21][CH2:20][C@H:19]([CH3:22])[C:16]4[CH:17]=[CH:18][C:13]3=[CH:14][C:15]=4[CH3:23])=[C:34]([F:35])[CH:33]=2)[CH:28]=[CH:29][N:30]=1)[C:44](=[O:45])[O:46][C:47]([CH3:48])([CH3:49])[CH3:50])=[O:43])([CH3:41])([CH3:40])[CH3:42]. The catalyst class is: 245.